From a dataset of Forward reaction prediction with 1.9M reactions from USPTO patents (1976-2016). Predict the product of the given reaction. Given the reactants [CH3:1][O:2][C:3](=[O:21])[CH2:4][C:5]1[CH:10]=[CH:9][C:8]([O:11][CH3:12])=[C:7]([C:13]2[C:18]([CH2:19][NH2:20])=[CH:17][CH:16]=[CH:15][N:14]=2)[CH:6]=1.C(N(CC)CC)C.Cl[C:30]([O:32][CH2:33][C:34]1[CH:39]=[CH:38][CH:37]=[CH:36][CH:35]=1)=[O:31], predict the reaction product. The product is: [CH3:1][O:2][C:3](=[O:21])[CH2:4][C:5]1[CH:10]=[CH:9][C:8]([O:11][CH3:12])=[C:7]([C:13]2[C:18]([CH2:19][NH:20][C:30]([O:32][CH2:33][C:34]3[CH:39]=[CH:38][CH:37]=[CH:36][CH:35]=3)=[O:31])=[CH:17][CH:16]=[CH:15][N:14]=2)[CH:6]=1.